The task is: Predict the reaction yield, written as a fraction of the theoretical maximum amount of product (1.0 means a 100% yield; for example, 0.34 means a 34% yield).. This data is from Reaction yield outcomes from USPTO patents with 853,638 reactions. (1) The reactants are C([S:4][CH:5]([CH3:14])[CH:6]([CH3:13])[C:7]([O:9][CH:10]([CH3:12])[CH3:11])=[O:8])(=O)C. The catalyst is C(O)(C)C. The product is [SH:4][CH:5]([CH3:14])[CH:6]([CH3:13])[C:7]([O:9][CH:10]([CH3:12])[CH3:11])=[O:8]. The yield is 0.370. (2) The reactants are [Cl:1][C:2]1[CH:7]=[CH:6][N:5]=[C:4]2[CH:8]=[C:9]([C:11]3[N:12]=[C:13]([CH:18]=O)[N:14]([CH2:16][CH3:17])[CH:15]=3)[S:10][C:3]=12.[CH3:20][NH:21][CH3:22].C([BH3-])#N.[Na+]. The catalyst is CO.C(O)(=O)C. The product is [Cl:1][C:2]1[CH:7]=[CH:6][N:5]=[C:4]2[CH:8]=[C:9]([C:11]3[N:12]=[C:13]([CH2:18][N:21]([CH3:22])[CH3:20])[N:14]([CH2:16][CH3:17])[CH:15]=3)[S:10][C:3]=12. The yield is 0.340.